Task: Predict the reactants needed to synthesize the given product.. Dataset: Full USPTO retrosynthesis dataset with 1.9M reactions from patents (1976-2016) (1) Given the product [F:1][CH2:2][CH:3]=[CH:23][C:18]([O:20][CH2:21][CH3:22])=[O:19], predict the reactants needed to synthesize it. The reactants are: [F:1][CH2:2][C:3](OCC)=O.[H-].C([Al+]CC(C)C)C(C)C.[C:18]([CH:23]=P(C1C=CC=CC=1)(C1C=CC=CC=1)C1C=CC=CC=1)([O:20][CH2:21][CH3:22])=[O:19]. (2) Given the product [N:37]1[CH:36]=[CH:35][N:32]2[CH:33]=[CH:34][C:29]([CH2:28][NH:27][C:25]([C:23]3[O:24][C:20]([C:39]4[CH:45]=[CH:44][C:16]([CH2:13][CH:12]([CH3:17])[CH3:18])=[CH:41][CH:40]=4)=[CH:21][CH:22]=3)=[O:26])=[CH:30][C:31]=12, predict the reactants needed to synthesize it. The reactants are: C(N1C=C(B2O[C:13]([CH3:16])(C)[C:12]([CH3:18])([CH3:17])O2)C=N1)C(C)C.Br[C:20]1[O:24][C:23]([C:25]([NH:27][CH2:28][C:29]2[CH:34]=[CH:33][N:32]3[CH:35]=[CH:36][N:37]=[C:31]3[CH:30]=2)=[O:26])=[CH:22][CH:21]=1.Br[C:39]1[CH:45]=[CH:44]C(N)=[CH:41][CH:40]=1. (3) Given the product [OH:32][CH2:29][CH2:30][CH2:31][C:2]1[CH:3]=[CH:4][C:5]2[O:14][C:13]3[C:12](=[O:15])[NH:11][C:10]([CH2:16][N:17]4[CH2:21][CH2:20][C@H:19]([OH:22])[CH2:18]4)=[N:9][C:8]=3[C:6]=2[CH:7]=1, predict the reactants needed to synthesize it. The reactants are: Br[C:2]1[CH:3]=[CH:4][C:5]2[O:14][C:13]3[C:12](=[O:15])[NH:11][C:10]([CH2:16][N:17]4[CH2:21][CH2:20][C@H:19]([OH:22])[CH2:18]4)=[N:9][C:8]=3[C:6]=2[CH:7]=1.C([O-])([O-])=O.[Cs+].[Cs+].[CH2:29]([OH:32])[C:30]#[CH:31].